This data is from Full USPTO retrosynthesis dataset with 1.9M reactions from patents (1976-2016). The task is: Predict the reactants needed to synthesize the given product. Given the product [Cl:19][C:20]1[CH:21]=[CH:22][C:23]([C@H:26]2[C@@:28]3([C:36]4[C:31](=[CH:32][CH:33]=[CH:34][CH:35]=4)[N:30]([C:13]4[CH:14]=[CH:15][CH:16]=[C:11]([C:10]([N:5]5[CH2:6][CH2:7][N:2]([CH3:1])[CH2:3][CH2:4]5)=[O:18])[CH:12]=4)[C:29]3=[O:37])[CH2:27]2)=[CH:24][CH:25]=1, predict the reactants needed to synthesize it. The reactants are: [CH3:1][N:2]1[CH2:7][CH2:6][NH:5][CH2:4][CH2:3]1.CO[C:10](=[O:18])[C:11]1[CH:16]=[CH:15][CH:14]=[C:13](I)[CH:12]=1.[Cl:19][C:20]1[CH:25]=[CH:24][C:23]([C@@H:26]2[C@:28]3([C:36]4[C:31](=[CH:32][CH:33]=[CH:34][CH:35]=4)[NH:30][C:29]3=[O:37])[CH2:27]2)=[CH:22][CH:21]=1.